From a dataset of Reaction yield outcomes from USPTO patents with 853,638 reactions. Predict the reaction yield, written as a fraction of the theoretical maximum amount of product (1.0 means a 100% yield; for example, 0.34 means a 34% yield). (1) The reactants are [Cl:1][C:2]1[CH:3]=[C:4]([CH:7]=[C:8]([N+:11]([O-:13])=[O:12])[C:9]=1[OH:10])[CH:5]=O.[C:14]1([C:20](=O)[CH2:21][C:22]2[CH:27]=[CH:26][CH:25]=[CH:24][CH:23]=2)[CH:19]=[CH:18][CH:17]=[CH:16][CH:15]=1.[NH2:29][C:30]([NH2:32])=[O:31].Cl. The catalyst is C(O)C. The product is [Cl:1][C:2]1[CH:3]=[C:4]([CH:5]2[C:21]([C:22]3[CH:27]=[CH:26][CH:25]=[CH:24][CH:23]=3)=[C:20]([C:14]3[CH:19]=[CH:18][CH:17]=[CH:16][CH:15]=3)[NH:32][C:30](=[O:31])[NH:29]2)[CH:7]=[C:8]([N+:11]([O-:13])=[O:12])[C:9]=1[OH:10]. The yield is 0.414. (2) The reactants are [Br:1][C:2]1[CH:3]=[C:4]2[C:8](=[CH:9][CH:10]=1)[NH:7][C:6](=[O:11])[C:5]2=[O:12].[CH3:13][O:14][CH2:15]OC.B(F)(F)F.CCOCC.CCCCCC. The catalyst is CCOC(C)=O. The product is [Br:1][C:2]1[CH:3]=[C:4]2[C:8](=[CH:9][CH:10]=1)[N:7]([CH2:13][O:14][CH3:15])[C:6](=[O:11])[C:5]2=[O:12]. The yield is 0.497. (3) The reactants are [C:1]([O:4][C@H:5]1[CH2:10][CH2:9][C@@H:8](Cl)[CH:7]=[CH:6]1)(=[O:3])[CH3:2].[N-:12]=[N+:13]=[N-:14].[Na+]. The catalyst is CN(C=O)C.[Cl-].[Na+].O.C(OCC)C.O. The product is [C:1]([O:4][C@H:5]1[CH2:10][CH2:9][C@H:8]([N:12]=[N+:13]=[N-:14])[CH:7]=[CH:6]1)(=[O:3])[CH3:2]. The yield is 0.850. (4) The reactants are [CH2:1]([N:3]([S:9]([C:12]1[CH:17]=[CH:16][C:15]([F:18])=[CH:14][CH:13]=1)(=[O:11])=[O:10])[C:4](=[CH2:8])[C:5]([OH:7])=O)[CH3:2].CCOC(OC(OCC)=O)=O.[F:30][C:31]([F:47])([F:46])[C:32]1[CH:37]=[CH:36][C:35]([C:38]2[CH:43]=[C:42]([CH2:44][NH2:45])[CH:41]=[CH:40][N:39]=2)=[CH:34][CH:33]=1. The catalyst is C1COCC1. The product is [CH2:1]([N:3]([S:9]([C:12]1[CH:17]=[CH:16][C:15]([F:18])=[CH:14][CH:13]=1)(=[O:11])=[O:10])[C:4](=[CH2:8])[C:5]([NH:45][CH2:44][C:42]1[CH:41]=[CH:40][N:39]=[C:38]([C:35]2[CH:36]=[CH:37][C:32]([C:31]([F:47])([F:30])[F:46])=[CH:33][CH:34]=2)[CH:43]=1)=[O:7])[CH3:2]. The yield is 0.190. (5) The reactants are [Cl:1][C:2]1[CH:7]=[C:6]([O:8][CH3:9])[C:5](I)=[CH:4][C:3]=1[CH:11]1[CH2:13][CH2:12]1.[C:14]([N:18]1[CH2:23][CH2:22][N:21]([CH:24]2[CH2:27][N:26]([C:28]([O:30]C(C)(C)C)=O)[CH2:25]2)[CH2:20][CH2:19]1)(=[O:17])[CH:15]=[CH2:16].[C:35]([O-])(=O)[CH3:36].[Na+]. The catalyst is [Cl-].C([N+](CCCC)(CCCC)CCCC)CCC.CN(C=O)C.CC([O-])=O.CC([O-])=O.[Pd+2]. The product is [C:28]([N:26]1[CH2:25][CH:24]([N:21]2[CH2:20][CH2:19][N:18]([C:14](=[O:17])/[CH:15]=[CH:16]/[C:5]3[CH:4]=[C:3]([CH:11]4[CH2:13][CH2:12]4)[C:2]([Cl:1])=[CH:7][C:6]=3[O:8][CH3:9])[CH2:23][CH2:22]2)[CH2:27]1)(=[O:30])[CH:35]=[CH2:36]. The yield is 0.840. (6) The reactants are [OH:1][C@@H:2]1[CH2:20][CH2:19][C@@:18]2([CH3:21])[C@H:4]([CH2:5][CH2:6][C@@H:7]3[C:17]2=[CH:16][CH2:15][C@@:14]2([CH3:22])[C@H:8]3[CH2:9][CH2:10]/[C:11]/2=[CH:12]/[CH3:13])[CH2:3]1.C(N(CC)CC)C.[C:30](OC(=O)C)(=[O:32])[CH3:31]. The catalyst is C(Cl)Cl.CN(C1C=CN=CC=1)C. The product is [C:30]([O:1][C@@H:2]1[CH2:20][CH2:19][C@@:18]2([CH3:21])[C@H:4]([CH2:5][CH2:6][C@@H:7]3[C:17]2=[CH:16][CH2:15][C@@:14]2([CH3:22])[C@H:8]3[CH2:9][CH2:10]/[C:11]/2=[CH:12]/[CH3:13])[CH2:3]1)(=[O:32])[CH3:31]. The yield is 0.950. (7) The reactants are Cl.[Cl:2][C:3]1[CH:21]=[CH:20][CH:19]=[CH:18][C:4]=1[CH:5]([O:13][CH:14]1[CH2:17][NH:16][CH2:15]1)[C:6]1[CH:11]=[CH:10][C:9]([Cl:12])=[CH:8][CH:7]=1.[C:22]1([S:28]([N:31]=[C:32]=[O:33])(=[O:30])=[O:29])[CH:27]=[CH:26][CH:25]=[CH:24][CH:23]=1.C(=O)([O-])[O-]. The catalyst is ClCCl. The product is [Cl:2][C:3]1[CH:21]=[CH:20][CH:19]=[CH:18][C:4]=1[CH:5]([O:13][CH:14]1[CH2:17][N:16]([C:32]([NH:31][S:28]([C:22]2[CH:23]=[CH:24][CH:25]=[CH:26][CH:27]=2)(=[O:30])=[O:29])=[O:33])[CH2:15]1)[C:6]1[CH:7]=[CH:8][C:9]([Cl:12])=[CH:10][CH:11]=1. The yield is 0.180. (8) No catalyst specified. The yield is 0.730. The reactants are [CH3:1][O:2][C:3]([C:5]1[CH:12]=[CH:11][C:8]([CH:9]=[O:10])=[CH:7][CH:6]=1)=[O:4].[C:13]([O:17][C:18](=[O:21])[CH:19]=[CH2:20])([CH3:16])([CH3:15])[CH3:14].N12CCN(CC1)CC2. The product is [C:13]([O:17][C:18](=[O:21])[C:19](=[CH2:20])[CH:9]([OH:10])[C:8]1[CH:11]=[CH:12][C:5]([C:3]([O:2][CH3:1])=[O:4])=[CH:6][CH:7]=1)([CH3:16])([CH3:15])[CH3:14].